Dataset: Peptide-MHC class I binding affinity with 185,985 pairs from IEDB/IMGT. Task: Regression. Given a peptide amino acid sequence and an MHC pseudo amino acid sequence, predict their binding affinity value. This is MHC class I binding data. (1) The binding affinity (normalized) is 0.443. The peptide sequence is SISNVQNL. The MHC is H-2-Kb with pseudo-sequence H-2-Kb. (2) The peptide sequence is TVPWPNETL. The MHC is Mamu-A02 with pseudo-sequence Mamu-A02. The binding affinity (normalized) is 0.156. (3) The peptide sequence is YTFTSLFSL. The MHC is HLA-B15:42 with pseudo-sequence HLA-B15:42. The binding affinity (normalized) is 0.213. (4) The peptide sequence is SIRPRVTKQY. The MHC is HLA-A31:01 with pseudo-sequence HLA-A31:01. The binding affinity (normalized) is 0.192. (5) The peptide sequence is SRLPGPSDTPI. The MHC is Mamu-A11 with pseudo-sequence Mamu-A11. The binding affinity (normalized) is 0.410. (6) The peptide sequence is QLLKILDNL. The MHC is HLA-A02:03 with pseudo-sequence HLA-A02:03. The binding affinity (normalized) is 0.467.